This data is from Forward reaction prediction with 1.9M reactions from USPTO patents (1976-2016). The task is: Predict the product of the given reaction. (1) Given the reactants [CH2:1]([CH:4]1[C:8](=[O:9])[CH:7]=[CH:6][CH2:5]1)[CH:2]=[CH2:3].[C:10](=[O:17])([O:12][C:13]([CH3:16])([CH3:15])[CH3:14])[NH2:11].B(F)(F)F.CCOCC.C(=O)(O)[O-].[Na+], predict the reaction product. The product is: [CH2:1]([CH:4]1[C:8](=[O:9])[CH2:7][CH:6]([NH:11][C:10](=[O:17])[O:12][C:13]([CH3:16])([CH3:15])[CH3:14])[CH2:5]1)[CH:2]=[CH2:3]. (2) Given the reactants [CH3:1][O:2][C:3]1[CH:40]=[CH:39][C:6]([CH2:7][N:8]([CH2:30][C:31]2[CH:36]=[CH:35][C:34]([O:37][CH3:38])=[CH:33][CH:32]=2)[C:9]2[N:14]=[CH:13][C:12]([C:15]3[C:16]4[CH2:29][CH2:28][NH:27][C:17]=4[N:18]=[C:19]([N:21]4[CH2:26][CH2:25][O:24][CH2:23][CH2:22]4)[N:20]=3)=[CH:11][N:10]=2)=[CH:5][CH:4]=1.Br[C:42]1[CH:43]=[C:44]([CH2:48][C:49]([N:51]2[CH2:56][CH2:55][N:54]([CH2:57][CH2:58][OH:59])[CH2:53][CH2:52]2)=[O:50])[CH:45]=[CH:46][CH:47]=1, predict the reaction product. The product is: [CH3:38][O:37][C:34]1[CH:33]=[CH:32][C:31]([CH2:30][N:8]([CH2:7][C:6]2[CH:5]=[CH:4][C:3]([O:2][CH3:1])=[CH:40][CH:39]=2)[C:9]2[N:10]=[CH:11][C:12]([C:15]3[C:16]4[CH2:29][CH2:28][N:27]([C:42]5[CH:43]=[C:44]([CH2:48][C:49]([N:51]6[CH2:52][CH2:53][N:54]([CH2:57][CH2:58][OH:59])[CH2:55][CH2:56]6)=[O:50])[CH:45]=[CH:46][CH:47]=5)[C:17]=4[N:18]=[C:19]([N:21]4[CH2:26][CH2:25][O:24][CH2:23][CH2:22]4)[N:20]=3)=[CH:13][N:14]=2)=[CH:36][CH:35]=1. (3) Given the reactants [CH:1]([NH:5][C:6]1[C:11]([CH:12]=[O:13])=[C:10](Cl)[N:9]=[C:8]([S:15][CH3:16])[N:7]=1)([CH2:3][CH3:4])[CH3:2].[F:17][C:18]1[CH:23]=[CH:22][CH:21]=[CH:20][C:19]=1B(O)O, predict the reaction product. The product is: [CH:1]([NH:5][C:6]1[C:11]([CH:12]=[O:13])=[C:10]([C:19]2[CH:20]=[CH:21][CH:22]=[CH:23][C:18]=2[F:17])[N:9]=[C:8]([S:15][CH3:16])[N:7]=1)([CH2:3][CH3:4])[CH3:2].